Task: Predict the reaction yield, written as a fraction of the theoretical maximum amount of product (1.0 means a 100% yield; for example, 0.34 means a 34% yield).. Dataset: Reaction yield outcomes from USPTO patents with 853,638 reactions (1) The reactants are [CH2:1]([O:8][C:9]1[CH:14]=[CH:13][C:12](Br)=[C:11]([O:16][CH3:17])[CH:10]=1)[C:2]1[CH:7]=[CH:6][CH:5]=[CH:4][CH:3]=1.[Cl-].[C:19]([O:23][C:24](=[O:27])[CH2:25][Zn+])([CH3:22])([CH3:21])[CH3:20].CC(C1C=C(C(C)C)C(C2C=CC=CC=2P(C2CCCCC2)C2CCCCC2)=C(C(C)C)C=1)C. The catalyst is C1COCC1.C(OCC)(=O)C.C1C=CC(/C=C/C(/C=C/C2C=CC=CC=2)=O)=CC=1.C1C=CC(/C=C/C(/C=C/C2C=CC=CC=2)=O)=CC=1.C1C=CC(/C=C/C(/C=C/C2C=CC=CC=2)=O)=CC=1.[Pd].[Pd]. The product is [CH2:1]([O:8][C:9]1[CH:14]=[CH:13][C:12]([CH2:25][C:24]([O:23][C:19]([CH3:22])([CH3:21])[CH3:20])=[O:27])=[C:11]([O:16][CH3:17])[CH:10]=1)[C:2]1[CH:7]=[CH:6][CH:5]=[CH:4][CH:3]=1. The yield is 0.980. (2) The reactants are [NH2:1][C@@H:2]1[CH2:26][CH2:25][C@@:24]2([CH3:27])[C:4](=[CH:5][CH2:6][C@@H:7]3[C@@H:23]2[CH2:22][CH2:21][C@@:20]2([CH3:28])[C@H:8]3[CH2:9][CH2:10][C@@H:11]2[C@H:12]([CH3:19])[CH2:13][CH2:14][CH2:15][CH:16]([CH3:18])[CH3:17])[CH2:3]1.[C:29]([OH:41])(=[O:40])[CH2:30][C:31]([CH2:36][C:37]([OH:39])=[O:38])([C:33]([OH:35])=[O:34])[OH:32]. The catalyst is O1CCCC1. The product is [C:29]([OH:41])(=[O:40])[CH2:30][C:31]([CH2:36][C:37]([OH:39])=[O:38])([C:33]([OH:35])=[O:34])[OH:32].[NH2:1][C@@H:2]1[CH2:26][CH2:25][C@@:24]2([CH3:27])[C:4](=[CH:5][CH2:6][C@@H:7]3[C@@H:23]2[CH2:22][CH2:21][C@@:20]2([CH3:28])[C@H:8]3[CH2:9][CH2:10][C@@H:11]2[C@H:12]([CH3:19])[CH2:13][CH2:14][CH2:15][CH:16]([CH3:18])[CH3:17])[CH2:3]1. The yield is 0.630. (3) The reactants are [C:1]([C:3]1[CH:8]=[C:7]([CH2:9][CH2:10][C:11]([O:13][C:14]([CH3:17])([CH3:16])[CH3:15])=[O:12])[CH:6]=[C:5]([CH3:18])[N:4]=1)#[N:2].[Cl:19][C:20]1[CH:21]=[C:22]([SH:29])[C:23](=[CH:27][CH:28]=1)[C:24](O)=[O:25]. The catalyst is N1C=CC=CC=1. The product is [Cl:19][C:20]1[CH:28]=[CH:27][C:23]2[C:24](=[O:25])[N:2]=[C:1]([C:3]3[CH:8]=[C:7]([CH2:9][CH2:10][C:11]([O:13][C:14]([CH3:15])([CH3:17])[CH3:16])=[O:12])[CH:6]=[C:5]([CH3:18])[N:4]=3)[S:29][C:22]=2[CH:21]=1. The yield is 0.460. (4) The reactants are C(OC([N:8]([CH2:14][C:15]1[CH:20]=[CH:19][C:18]([C:21]2[N:25]=[C:24]([C:26]3[CH:31]=[CH:30][C:29]([C:32]4[CH:37]=[CH:36][C:35]([CH3:38])=[CH:34][CH:33]=4)=[CH:28][CH:27]=3)[O:23][N:22]=2)=[CH:17][CH:16]=1)[CH2:9][C:10]([O:12][CH3:13])=[O:11])=O)(C)(C)C.C(O)(C(F)(F)F)=O. The catalyst is C(Cl)Cl. The product is [CH3:38][C:35]1[CH:34]=[CH:33][C:32]([C:29]2[CH:28]=[CH:27][C:26]([C:24]3[O:23][N:22]=[C:21]([C:18]4[CH:19]=[CH:20][C:15]([CH2:14][NH:8][CH2:9][C:10]([O:12][CH3:13])=[O:11])=[CH:16][CH:17]=4)[N:25]=3)=[CH:31][CH:30]=2)=[CH:37][CH:36]=1. The yield is 0.650.